Dataset: Full USPTO retrosynthesis dataset with 1.9M reactions from patents (1976-2016). Task: Predict the reactants needed to synthesize the given product. (1) Given the product [OH:15][C:13]1[C:12]([C:1](=[O:2])[CH3:3])=[N:11][N:10]([CH:5]2[CH2:6][CH2:7][CH2:8][CH2:9]2)[CH:14]=1, predict the reactants needed to synthesize it. The reactants are: [CH:1]([CH:3]=O)=[O:2].[CH:5]1([NH:10][N:11]=[CH:12][C:13](=[O:15])[CH3:14])[CH2:9][CH2:8][CH2:7][CH2:6]1. (2) Given the product [C:7]([C:6]1[CH:9]=[CH:10][C:3]([OH:2])=[CH:4][CH:5]=1)#[N:8], predict the reactants needed to synthesize it. The reactants are: C[O:2][C:3]1[CH:10]=[CH:9][C:6]([C:7]#[N:8])=[CH:5][CH:4]=1.C[O-].[Na+]. (3) Given the product [F:1][C:2]1[C:3]([NH:18][C@H:55]2[CH2:54][CH2:53][CH2:52][C@:51]3([O:50][C:36](=[O:58])[NH:33][C@@H:31]3[CH3:32])[CH2:56]2)=[N:4][C:5]([C:8]2[C:16]3[C:11](=[N:12][CH:13]=[C:14]([F:17])[CH:15]=3)[NH:10][CH:9]=2)=[N:6][CH:7]=1, predict the reactants needed to synthesize it. The reactants are: [F:1][C:2]1[C:3]([NH:18][C@H]2CCC[C@](C(C)C(O)=O)(O)C2)=[N:4][C:5]([C:8]2[C:16]3[C:11](=[N:12][CH:13]=[C:14]([F:17])[CH:15]=3)[NH:10][CH:9]=2)=[N:6][CH:7]=1.[CH2:31]([N:33]([CH2:36]C)CC)[CH3:32].N(P([O:50][C:51]1[CH:56]=[CH:55][CH:54]=[CH:53][CH:52]=1)([O:50][C:51]1[CH:56]=[CH:55][CH:54]=[CH:53][CH:52]=1)=O)=[N+]=[N-].Cl.[OH2:58].